From a dataset of Catalyst prediction with 721,799 reactions and 888 catalyst types from USPTO. Predict which catalyst facilitates the given reaction. (1) Reactant: [C:1]1([C:7]([NH:9][CH:10]2[CH2:15][CH:14]([C:16]3[CH:21]=[CH:20][C:19]([O:22][C:23]([F:26])([F:25])[F:24])=[CH:18][CH:17]=3)[CH2:13][N:12]([C:27](OC3C=CC([N+]([O-])=O)=CC=3)=[O:28])[CH2:11]2)=[O:8])[CH:6]=[CH:5][CH:4]=[CH:3][CH:2]=1.[NH:39]1[CH2:44][CH2:43][CH:42]([OH:45])[CH2:41][CH2:40]1.C(=O)([O-])[O-].[K+].[K+]. Product: [OH:45][CH:42]1[CH2:43][CH2:44][N:39]([C:27]([N:12]2[CH2:13][CH:14]([C:16]3[CH:17]=[CH:18][C:19]([O:22][C:23]([F:26])([F:25])[F:24])=[CH:20][CH:21]=3)[CH2:15][CH:10]([NH:9][C:7]([C:1]3[CH:6]=[CH:5][CH:4]=[CH:3][CH:2]=3)=[O:8])[CH2:11]2)=[O:28])[CH2:40][CH2:41]1. The catalyst class is: 3. (2) Reactant: [H-].[Na+].[C:3]1([SH:9])[CH:8]=[CH:7][CH:6]=[CH:5][CH:4]=1.Cl[CH2:11][C:12]([NH:14][C:15]1[S:16][CH:17]=[C:18]([C:20]2[CH:25]=[CH:24][N:23]=[CH:22][CH:21]=2)[N:19]=1)=[O:13].C(OCC)(=O)C. Product: [C:3]1([S:9][CH2:11][C:12]([NH:14][C:15]2[S:16][CH:17]=[C:18]([C:20]3[CH:25]=[CH:24][N:23]=[CH:22][CH:21]=3)[N:19]=2)=[O:13])[CH:8]=[CH:7][CH:6]=[CH:5][CH:4]=1. The catalyst class is: 163.